This data is from Catalyst prediction with 721,799 reactions and 888 catalyst types from USPTO. The task is: Predict which catalyst facilitates the given reaction. (1) Reactant: C(OC([N:8]1[CH2:11][C:10]2([CH2:16][CH2:15][N:14]([CH:17]3[CH2:19][CH2:18]3)[CH2:13][CH2:12]2)[CH2:9]1)=O)(C)(C)C.[ClH:20]. Product: [CH:17]1([N:14]2[CH2:13][CH2:12][C:10]3([CH2:9][NH:8][CH2:11]3)[CH2:16][CH2:15]2)[CH2:19][CH2:18]1.[ClH:20]. The catalyst class is: 12. (2) Reactant: [CH2:1]([NH:8][C:9]1[CH:14]=[CH:13][CH:12]=[CH:11][C:10]=1/[CH:15]=[CH:16]/[C:17]([O:19]C)=O)[C:2]1[CH:7]=[CH:6][CH:5]=[CH:4][CH:3]=1.[OH-:21].[Na+].[NH2:23]O. Product: [CH2:1]([NH:8][C:9]1[CH:14]=[CH:13][CH:12]=[CH:11][C:10]=1/[CH:15]=[CH:16]/[C:17]([NH:23][OH:21])=[O:19])[C:2]1[CH:7]=[CH:6][CH:5]=[CH:4][CH:3]=1. The catalyst class is: 36. (3) Reactant: [N+]([O-])([O-])=[O:2].[Ce+3:5].[N+]([O-])([O-])=O.[N+]([O-])([O-])=O.[N+]([O-])([O-])=O.[Pr+3:18].[N+]([O-])([O-])=O.[N+]([O-])([O-])=O.[N+]([O-])([O-])=O.[La+3:31].[N+]([O-])([O-])=O.[N+]([O-])([O-])=O.[OH2:40].N.[Ce].[Pr].[La]. Product: [O:40]=[Ce:5]=[O:2].[O-2:2].[Pr+3:18].[O-2:2].[O-2:2].[Pr+3:18].[O-2:2].[La+3:31].[O-2:2].[O-2:2].[La+3:31]. The catalyst class is: 6. (4) Reactant: [CH3:1][C:2]1[N:3]([CH2:19][C:20]([O:22][CH3:23])=[O:21])[C:4]2[C:9]([C:10]=1[CH2:11][C:12]1[CH:17]=[CH:16][C:15](=[O:18])[NH:14][CH:13]=1)=[CH:8][CH:7]=[CH:6][CH:5]=2.C(=O)([O-])[O-].[K+].[K+].[F:30][C:31]1[CH:38]=[C:37]([F:39])[CH:36]=[CH:35][C:32]=1[CH2:33]Br. Product: [F:30][C:31]1[CH:38]=[C:37]([F:39])[CH:36]=[CH:35][C:32]=1[CH2:33][N:14]1[C:15](=[O:18])[CH:16]=[CH:17][C:12]([CH2:11][C:10]2[C:9]3[C:4](=[CH:5][CH:6]=[CH:7][CH:8]=3)[N:3]([CH2:19][C:20]([O:22][CH3:23])=[O:21])[C:2]=2[CH3:1])=[CH:13]1. The catalyst class is: 3.